Dataset: NCI-60 drug combinations with 297,098 pairs across 59 cell lines. Task: Regression. Given two drug SMILES strings and cell line genomic features, predict the synergy score measuring deviation from expected non-interaction effect. (1) Drug 1: C1C(C(OC1N2C=NC3=C2NC=NCC3O)CO)O. Drug 2: CCC1(C2=C(COC1=O)C(=O)N3CC4=CC5=C(C=CC(=C5CN(C)C)O)N=C4C3=C2)O.Cl. Cell line: U251. Synergy scores: CSS=32.6, Synergy_ZIP=-2.04, Synergy_Bliss=-5.02, Synergy_Loewe=-33.9, Synergy_HSA=-3.62. (2) Drug 1: CC1=CC=C(C=C1)C2=CC(=NN2C3=CC=C(C=C3)S(=O)(=O)N)C(F)(F)F. Synergy scores: CSS=6.36, Synergy_ZIP=-2.57, Synergy_Bliss=-0.393, Synergy_Loewe=-1.64, Synergy_HSA=-0.859. Cell line: UO-31. Drug 2: CN1C(=O)N2C=NC(=C2N=N1)C(=O)N. (3) Drug 1: COC1=C(C=C2C(=C1)N=CN=C2NC3=CC(=C(C=C3)F)Cl)OCCCN4CCOCC4. Drug 2: CN(C)N=NC1=C(NC=N1)C(=O)N. Cell line: NCI/ADR-RES. Synergy scores: CSS=19.2, Synergy_ZIP=-6.54, Synergy_Bliss=1.09, Synergy_Loewe=-16.1, Synergy_HSA=0.906. (4) Drug 1: CC(CN1CC(=O)NC(=O)C1)N2CC(=O)NC(=O)C2. Drug 2: C1CN1P(=S)(N2CC2)N3CC3. Cell line: RPMI-8226. Synergy scores: CSS=44.0, Synergy_ZIP=-3.33, Synergy_Bliss=-0.231, Synergy_Loewe=-11.8, Synergy_HSA=3.40. (5) Synergy scores: CSS=26.7, Synergy_ZIP=7.68, Synergy_Bliss=7.70, Synergy_Loewe=-8.67, Synergy_HSA=2.61. Drug 1: C1=C(C(=O)NC(=O)N1)F. Cell line: SNB-19. Drug 2: COC1=NC(=NC2=C1N=CN2C3C(C(C(O3)CO)O)O)N. (6) Drug 1: CC1=C(C=C(C=C1)NC(=O)C2=CC=C(C=C2)CN3CCN(CC3)C)NC4=NC=CC(=N4)C5=CN=CC=C5. Drug 2: CCC1(C2=C(COC1=O)C(=O)N3CC4=CC5=C(C=CC(=C5CN(C)C)O)N=C4C3=C2)O.Cl. Cell line: SK-MEL-2. Synergy scores: CSS=4.04, Synergy_ZIP=1.38, Synergy_Bliss=0.841, Synergy_Loewe=-16.7, Synergy_HSA=-3.62. (7) Drug 1: C1=NC2=C(N=C(N=C2N1C3C(C(C(O3)CO)O)F)Cl)N. Drug 2: C1CC(=O)NC(=O)C1N2C(=O)C3=CC=CC=C3C2=O. Cell line: T-47D. Synergy scores: CSS=-1.84, Synergy_ZIP=1.86, Synergy_Bliss=3.27, Synergy_Loewe=-1.94, Synergy_HSA=-1.03. (8) Drug 1: CS(=O)(=O)CCNCC1=CC=C(O1)C2=CC3=C(C=C2)N=CN=C3NC4=CC(=C(C=C4)OCC5=CC(=CC=C5)F)Cl. Drug 2: C1=NNC2=C1C(=O)NC=N2. Cell line: COLO 205. Synergy scores: CSS=0.00550, Synergy_ZIP=1.99, Synergy_Bliss=2.02, Synergy_Loewe=1.07, Synergy_HSA=-1.67.